Regression. Given a peptide amino acid sequence and an MHC pseudo amino acid sequence, predict their binding affinity value. This is MHC class II binding data. From a dataset of Peptide-MHC class II binding affinity with 134,281 pairs from IEDB. (1) The peptide sequence is RTFVATFGAASNKAF. The MHC is HLA-DPA10201-DPB10501 with pseudo-sequence HLA-DPA10201-DPB10501. The binding affinity (normalized) is 0.427. (2) The peptide sequence is LRKVKRVVASLMRGL. The MHC is HLA-DQA10501-DQB10402 with pseudo-sequence HLA-DQA10501-DQB10402. The binding affinity (normalized) is 0.581.